This data is from Full USPTO retrosynthesis dataset with 1.9M reactions from patents (1976-2016). The task is: Predict the reactants needed to synthesize the given product. (1) Given the product [F:25][C:26]1[CH:27]=[CH:28][C:29]([C@H:32]([CH:34]2[CH2:35][CH2:36][O:37][CH2:38][CH2:39]2)[N:10]2[C:11]3[CH:12]=[CH:13][CH:14]=[C:15]([S:20]([CH3:23])(=[O:22])=[O:21])[C:16]=3[C:17]3[N:18]=[CH:19][C:7]([C:6]4[N:2]([CH3:1])[N:3]=[N:4][C:5]=4[CH3:24])=[CH:8][C:9]2=3)=[CH:30][CH:31]=1, predict the reactants needed to synthesize it. The reactants are: [CH3:1][N:2]1[C:6]([C:7]2[CH:19]=[N:18][C:17]3[C:16]4[C:15]([S:20]([CH3:23])(=[O:22])=[O:21])=[CH:14][CH:13]=[CH:12][C:11]=4[NH:10][C:9]=3[CH:8]=2)=[C:5]([CH3:24])[N:4]=[N:3]1.[F:25][C:26]1[CH:31]=[CH:30][C:29]([C@@H:32]([CH:34]2[CH2:39][CH2:38][O:37][CH2:36][CH2:35]2)O)=[CH:28][CH:27]=1.C1(P(C2C=CC=CC=2)C2C=CC=CC=2)C=CC=CC=1.CC(OC(/N=N/C(OC(C)C)=O)=O)C. (2) Given the product [F:30][C:31]1[N:36]=[CH:35][C:34]([C:19]2[CH:20]=[CH:21][C:22]3[N:23]([C:25]([CH:28]=[O:29])=[CH:26][N:27]=3)[CH:24]=2)=[CH:33][C:32]=1[CH3:40], predict the reactants needed to synthesize it. The reactants are: N1C=CC=C(C2C=CC3N(C(C=O)=CN=3)C=2)C=1.Br[C:19]1[CH:20]=[CH:21][C:22]2[N:23]([C:25]([CH:28]=[O:29])=[CH:26][N:27]=2)[CH:24]=1.[F:30][C:31]1[N:36]=[CH:35][C:34](B(O)O)=[CH:33][C:32]=1[CH3:40]. (3) Given the product [F:23][C:24]1[CH:29]=[CH:28][C:27]([CH:30]2[CH2:31][CH2:32][N:33]([C:2]3[NH:7][C:6](=[O:8])[C:5]4[CH:9]=[N:10][N:11]([CH3:12])[C:4]=4[CH:3]=3)[CH2:34][CH2:35]2)=[CH:26][CH:25]=1, predict the reactants needed to synthesize it. The reactants are: Cl[C:2]1[NH:7][C:6](=[O:8])[C:5]2[CH:9]=[N:10][N:11]([CH3:12])[C:4]=2[CH:3]=1.CCN(C(C)C)C(C)C.Cl.[F:23][C:24]1[CH:29]=[CH:28][C:27]([CH:30]2[CH2:35][CH2:34][NH:33][CH2:32][CH2:31]2)=[CH:26][CH:25]=1. (4) Given the product [CH3:20][C:7]1[N:8]([C:14]2[CH:19]=[CH:18][CH:17]=[CH:16][CH:15]=2)[C:9](=[O:13])[CH:10]=[C:11]([CH3:12])[C:6]=1[C:4]([OH:5])=[O:3], predict the reactants needed to synthesize it. The reactants are: C([O:3][C:4]([C:6]1[C:11]([CH3:12])=[CH:10][C:9](=[O:13])[N:8]([C:14]2[CH:19]=[CH:18][CH:17]=[CH:16][CH:15]=2)[C:7]=1[CH3:20])=[O:5])C. (5) The reactants are: [C:1]([O:5][C:6]([N:8]1[CH2:13][CH2:12][N:11]([C:14]2=[N:15][C:16]3[CH:28]=[C:27]([Cl:29])[CH:26]=[CH:25][C:17]=3[O:18][C:19]3[CH:24]=[CH:23][CH:22]=[CH:21][C:20]2=3)[CH2:10][C@@H:9]1[CH2:30][C:31]([OH:33])=[O:32])=[O:7])([CH3:4])([CH3:3])[CH3:2].Cl.CN(C)CCCN=C=NCC.[CH3:46][CH:47](O)[CH2:48][C:49]([OH:52])([CH3:51])[CH3:50]. Given the product [Cl:29][C:27]1[CH:26]=[CH:25][C:17]2[O:18][C:19]3[CH:24]=[CH:23][CH:22]=[CH:21][C:20]=3[C:14]([N:11]3[CH2:12][CH2:13][N:8]([C:6]([O:5][C:1]([CH3:4])([CH3:2])[CH3:3])=[O:7])[C@@H:9]([CH2:30][C:31]([O:33][C@@H:47]([CH2:48][C:49]([OH:52])([CH3:51])[CH3:50])[CH3:46])=[O:32])[CH2:10]3)=[N:15][C:16]=2[CH:28]=1, predict the reactants needed to synthesize it. (6) Given the product [CH2:18]([O:1][CH2:2][CH:3]([CH:6]1[CH2:7][CH:8]([S:10]([O:13][CH2:14][CH2:15][CH2:16][CH3:17])(=[O:12])=[O:11])[CH2:9]1)[CH2:4][O:5][CH2:18][C:19]1[CH:24]=[CH:23][CH:22]=[CH:21][CH:20]=1)[C:19]1[CH:24]=[CH:23][CH:22]=[CH:21][CH:20]=1, predict the reactants needed to synthesize it. The reactants are: [OH:1][CH2:2][CH:3]([CH:6]1[CH2:9][CH:8]([S:10]([O:13][CH2:14][CH2:15][CH2:16][CH3:17])(=[O:12])=[O:11])[CH2:7]1)[CH2:4][OH:5].[CH2:18](Br)[C:19]1[CH:24]=[CH:23][CH:22]=[CH:21][CH:20]=1.[H-].[Na+]. (7) Given the product [CH:2]12[CH2:7][CH2:6][CH:5]([CH2:4][CH2:3]1)[CH2:8][N:1]2[C:28]([C:26]1[CH:25]=[CH:24][C:23]2=[N:19][O:20][N:21]=[C:22]2[CH:27]=1)=[O:29], predict the reactants needed to synthesize it. The reactants are: [NH2:1][C@@H:2]1[CH2:7][CH2:6][C@H:5]([C:8](O)=O)[CH2:4][CH2:3]1.[H-].[Al+3].[Li+].[H-].[H-].[H-].[OH-].[Na+].[N:19]1[O:20][N:21]=[C:22]2[CH:27]=[C:26]([C:28](Cl)=[O:29])[CH:25]=[CH:24][C:23]=12.S(=O)(=O)(O)O. (8) Given the product [CH2:5]([O:4][CH2:3][CH2:2][O:19][CH2:18][CH:16]1[CH2:15][O:14][C:13]([CH3:20])([CH3:12])[O:17]1)[C:6]1[CH:11]=[CH:10][CH:9]=[CH:8][CH:7]=1, predict the reactants needed to synthesize it. The reactants are: Br[CH2:2][CH2:3][O:4][CH2:5][C:6]1[CH:11]=[CH:10][CH:9]=[CH:8][CH:7]=1.[CH3:12][C:13]1([CH3:20])[O:17][CH:16]([CH2:18][OH:19])[CH2:15][O:14]1.[OH-].[Na+].